Dataset: Reaction yield outcomes from USPTO patents with 853,638 reactions. Task: Predict the reaction yield, written as a fraction of the theoretical maximum amount of product (1.0 means a 100% yield; for example, 0.34 means a 34% yield). (1) The reactants are [O:1]=[C:2]([CH:4]=[C:5]([CH3:7])C)[CH3:3].CCCC[N+:12]([CH2:21][CH2:22]CC)([CH2:17][CH2:18][CH2:19]C)CCCC.[F-]. No catalyst specified. The product is [NH:12]1[CH:17]=[CH:18][CH:19]=[C:21]1[CH2:22][CH2:7][CH2:5][CH2:4][C:2](=[O:1])[CH3:3]. The yield is 0.470. (2) The reactants are [N+:1]([C:4]1[CH:9]=[CH:8][C:7]([C:10]2[C:14]([C:15]3[CH:20]=[CH:19][N:18]=[C:17]4[NH:21][CH:22]=[CH:23][C:16]=34)=[CH:13][N:12]([CH2:24][C:25]([OH:27])=[O:26])[N:11]=2)=[CH:6][CH:5]=1)([O-])=O.[Sn].Cl.[C:30]1([N:36]=[C:37]=[O:38])[CH:35]=[CH:34][CH:33]=[CH:32][CH:31]=1. The catalyst is C(O)C. The product is [C:30]1([NH:36][C:37]([NH:1][C:4]2[CH:9]=[CH:8][C:7]([C:10]3[C:14]([C:15]4[CH:20]=[CH:19][N:18]=[C:17]5[NH:21][CH:22]=[CH:23][C:16]=45)=[CH:13][N:12]([CH2:24][C:25]([OH:27])=[O:26])[N:11]=3)=[CH:6][CH:5]=2)=[O:38])[CH:35]=[CH:34][CH:33]=[CH:32][CH:31]=1. The yield is 0.930. (3) The reactants are [OH:1][C:2]1[CH:11]=[C:10]2[C:5]([C:6]([O:12][C:13]3[C:14]([CH3:23])=[N:15][C:16]4[C:21]([CH:22]=3)=[CH:20][N:19]=[CH:18][CH:17]=4)=[CH:7][CH:8]=[N:9]2)=[CH:4][C:3]=1[O:24][CH3:25].C(=O)([O-])[O-].[K+].[K+].Br[CH2:33][CH2:34][OH:35]. The catalyst is CN(C)C=O. The product is [CH3:25][O:24][C:3]1[CH:4]=[C:5]2[C:10](=[CH:11][C:2]=1[O:1][CH2:33][CH2:34][OH:35])[N:9]=[CH:8][CH:7]=[C:6]2[O:12][C:13]1[C:14]([CH3:23])=[N:15][C:16]2[C:21]([CH:22]=1)=[CH:20][N:19]=[CH:18][CH:17]=2. The yield is 0.830. (4) The reactants are [F:1][C:2]1[CH:17]=[C:16]([CH:18]=O)[CH:15]=[CH:14][C:3]=1[O:4][C:5]1[CH:6]=[CH:7][C:8]([C:11]([NH2:13])=[O:12])=[N:9][CH:10]=1.[CH3:20][C:21]1[CH:29]=[CH:28][CH:27]=[CH:26][C:22]=1[CH2:23][CH2:24][NH2:25]. No catalyst specified. The product is [F:1][C:2]1[CH:17]=[C:16]([CH2:18][NH:25][CH2:24][CH2:23][C:22]2[CH:26]=[CH:27][CH:28]=[CH:29][C:21]=2[CH3:20])[CH:15]=[CH:14][C:3]=1[O:4][C:5]1[CH:6]=[CH:7][C:8]([C:11]([NH2:13])=[O:12])=[N:9][CH:10]=1. The yield is 0.652. (5) The reactants are [F:1][C:2]1[CH:7]=[CH:6][C:5]([F:8])=[CH:4][C:3]=1[C:9]1[S:13][C:12]([CH2:20][CH2:21][CH2:22][NH:23][C:24](=[O:30])[O:25][C:26]([CH3:29])([CH3:28])[CH3:27])([C:14]2[CH:19]=[CH:18][CH:17]=[CH:16][CH:15]=2)[NH:11][N:10]=1.[C:31]([N:39]=[C:40]=[S:41])(=[O:38])[C:32]1[CH:37]=[CH:36][CH:35]=[CH:34][CH:33]=1. The catalyst is C1COCC1. The product is [C:31]([NH:39][C:40]([N:11]1[N:10]=[C:9]([C:3]2[CH:4]=[C:5]([F:8])[CH:6]=[CH:7][C:2]=2[F:1])[S:13][C:12]1([CH2:20][CH2:21][CH2:22][NH:23][C:24](=[O:30])[O:25][C:26]([CH3:27])([CH3:29])[CH3:28])[C:14]1[CH:19]=[CH:18][CH:17]=[CH:16][CH:15]=1)=[S:41])(=[O:38])[C:32]1[CH:37]=[CH:36][CH:35]=[CH:34][CH:33]=1. The yield is 0.840. (6) The reactants are [CH2:1]([N:8]1[CH2:13][CH2:12][N:11]([CH2:14][CH:15]=[CH:16][C:17]([O:19][CH3:20])=[O:18])[CH2:10][CH2:9]1)[C:2]1[CH:7]=[CH:6][CH:5]=[CH:4][CH:3]=1.[H][H]. The catalyst is CO.[OH-].[OH-].[Pd+2]. The product is [CH2:1]([N:8]1[CH2:9][CH2:10][N:11]([CH2:14][CH2:15][CH2:16][C:17]([O:19][CH3:20])=[O:18])[CH2:12][CH2:13]1)[C:2]1[CH:3]=[CH:4][CH:5]=[CH:6][CH:7]=1. The yield is 0.970. (7) The catalyst is C(Cl)Cl. The product is [CH3:42][O:41][C:38]1[CH:39]=[CH:40][C:35]([CH:34]2[O:7][CH:6]([C:5]([NH:4][CH2:3][CH2:2][C:1]([OH:15])=[O:14])=[O:13])[C:8]([CH3:10])([CH3:9])[CH2:11][O:12]2)=[CH:36][CH:37]=1. The reactants are [C:1]([OH:15])(=[O:14])[CH2:2][CH2:3][NH:4][C:5](=[O:13])[C@@H:6]([C:8]([CH2:11][OH:12])([CH3:10])[CH3:9])[OH:7].C12(CS(O)(=O)=O)C(C)(C)C(CC1)CC2=O.COO[CH:34](OOC)[C:35]1[CH:40]=[CH:39][C:38]([O:41][CH3:42])=[CH:37][CH:36]=1.[Na+].[Cl-]. The yield is 0.510. (8) The reactants are [C:1]12[CH:24]=[C:22]3[N:23]=[C:19]([CH:20]=[CH:21]3)[CH:18]=[C:16]3[NH:17][C:13]([CH:14]=[CH:15]3)=[CH:12][C:10]3=[N:11][C:7]([CH:8]=[CH:9]3)=[CH:6][C:4]([NH:5]1)=[CH:3][CH:2]=2.[CH:25]([Sn](CCCC)(CCCC)CCCC)=[CH2:26]. The catalyst is C1C=CC([P]([Pd]([P](C2C=CC=CC=2)(C2C=CC=CC=2)C2C=CC=CC=2)([P](C2C=CC=CC=2)(C2C=CC=CC=2)C2C=CC=CC=2)[P](C2C=CC=CC=2)(C2C=CC=CC=2)C2C=CC=CC=2)(C2C=CC=CC=2)C2C=CC=CC=2)=CC=1. The product is [CH:25]([C:3]1[CH:2]=[C:1]2[CH:24]=[C:22]3[N:23]=[C:19]([CH:18]=[C:16]4[NH:17][C:13](=[CH:12][C:10]5[CH:9]=[CH:8][C:7](=[CH:6][C:4]=1[NH:5]2)[N:11]=5)[CH:14]=[CH:15]4)[CH:20]=[CH:21]3)=[CH2:26]. The yield is 0.770.